From a dataset of Forward reaction prediction with 1.9M reactions from USPTO patents (1976-2016). Predict the product of the given reaction. (1) Given the reactants [I:1][C:2]1[CH:11]=[C:10]2[C:5]([CH:6]=[CH:7][C:8]([CH3:13])=[N+:9]2[O-])=[CH:4][CH:3]=1.O=P(Cl)(Cl)[Cl:16].O.N, predict the reaction product. The product is: [Cl:16][C:6]1[C:5]2[C:10](=[CH:11][C:2]([I:1])=[CH:3][CH:4]=2)[N:9]=[C:8]([CH3:13])[CH:7]=1. (2) The product is: [CH:21]([C:20]1[CH:19]=[C:18]([CH:24]([CH3:25])[CH3:26])[CH:17]=[C:16]([CH:27]([CH3:29])[CH3:28])[C:15]=1[C:10]1[CH:11]=[CH:12][CH:13]=[CH:14][C:9]=1[PH:30](=[O:34])[O:31][CH2:32][CH3:33])([CH3:22])[CH3:23]. Given the reactants C([Li])CCCCC.I[C:9]1[CH:14]=[CH:13][CH:12]=[CH:11][C:10]=1[C:15]1[C:20]([CH:21]([CH3:23])[CH3:22])=[CH:19][C:18]([CH:24]([CH3:26])[CH3:25])=[CH:17][C:16]=1[CH:27]([CH3:29])[CH3:28].[P:30](Cl)([O:34]CC)[O:31][CH2:32][CH3:33].Cl, predict the reaction product. (3) Given the reactants [CH3:1][C@:2]12[C@H:60]3[CH2:61][C@H:58]([C:59]3([CH3:63])[CH3:62])[CH2:57][C@H:3]1[O:4][B:5]([C@@H:7]([NH:10][C:11]([C@H:13]1[N:17]3[C:18](=[O:44])[C:19]([N:22](C(OCC4C=CC=CC=4)=O)[CH2:23][C:24]4[CH:29]=[CH:28][CH:27]=[C:26]([C:30]([F:33])([F:32])[F:31])[CH:25]=4)=[CH:20][N:21]=[C:16]3[C@@:15]([CH2:46][C:47]([O:49]CC3C=CC=CC=3)=[O:48])([CH3:45])[CH2:14]1)=[O:12])[CH2:8][CH3:9])[O:6]2, predict the reaction product. The product is: [CH3:1][C@:2]12[C@H:60]3[CH2:61][C@H:58]([C:59]3([CH3:62])[CH3:63])[CH2:57][C@H:3]1[O:4][B:5]([C@@H:7]([NH:10][C:11]([C@H:13]1[N:17]3[C:18](=[O:44])[C:19]([NH:22][CH2:23][C:24]4[CH:29]=[CH:28][CH:27]=[C:26]([C:30]([F:32])([F:31])[F:33])[CH:25]=4)=[CH:20][N:21]=[C:16]3[C@@:15]([CH2:46][C:47]([OH:49])=[O:48])([CH3:45])[CH2:14]1)=[O:12])[CH2:8][CH3:9])[O:6]2. (4) Given the reactants Br[CH2:2][CH2:3][CH2:4][CH2:5][CH2:6][O:7][C:8]1[CH:13]=[CH:12][C:11]([C:14]2[CH:19]=[CH:18][C:17]([C:20]([O:22][CH2:23][CH3:24])=[O:21])=[CH:16][CH:15]=2)=[CH:10][C:9]=1[C:25]1[CH:34]=[CH:33][C:32]2[C:31]([CH3:36])([CH3:35])[CH2:30][CH2:29][C:28]([CH3:38])([CH3:37])[C:27]=2[CH:26]=1.Cl.[CH2:40]([NH2:42])[CH3:41].C(=O)([O-])[O-].[K+].[K+], predict the reaction product. The product is: [CH2:40]([NH:42][CH2:2][CH2:3][CH2:4][CH2:5][CH2:6][O:7][C:8]1[CH:13]=[CH:12][C:11]([C:14]2[CH:19]=[CH:18][C:17]([C:20]([O:22][CH2:23][CH3:24])=[O:21])=[CH:16][CH:15]=2)=[CH:10][C:9]=1[C:25]1[CH:34]=[CH:33][C:32]2[C:31]([CH3:36])([CH3:35])[CH2:30][CH2:29][C:28]([CH3:38])([CH3:37])[C:27]=2[CH:26]=1)[CH3:41]. (5) Given the reactants [Si]([O:8][CH:9]1[CH2:15][N:14]([S:16]([C:19]2[CH:24]=[CH:23][CH:22]=[C:21]([N+:25]([O-:27])=[O:26])[CH:20]=2)(=[O:18])=[O:17])[C:13]2[CH:28]=[CH:29][CH:30]=[CH:31][C:12]=2[O:11][CH2:10]1)(C(C)(C)C)(C)C.[F-].C([N+](CCCC)(CCCC)CCCC)CCC, predict the reaction product. The product is: [N+:25]([C:21]1[CH:20]=[C:19]([S:16]([N:14]2[C:13]3[CH:28]=[CH:29][CH:30]=[CH:31][C:12]=3[O:11][CH2:10][CH:9]([OH:8])[CH2:15]2)(=[O:18])=[O:17])[CH:24]=[CH:23][CH:22]=1)([O-:27])=[O:26]. (6) Given the reactants [Cl:1][N:2]1[N:7]=[C:6](Cl)[CH:5]=[C:4]([NH:9][C:10]2[CH:11]=[C:12]([S:37]([OH:40])(=[O:39])=[O:38])[C:13]([CH:16]=[CH:17][C:18]3[C:19]([S:33]([OH:36])(=[O:35])=[O:34])=[CH:20][C:21]([NH:24][C:25]4[NH:30][N:29]([Cl:31])[N:28]=[C:27](Cl)[CH:26]=4)=[CH:22][CH:23]=3)=[CH:14][CH:15]=2)[NH:3]1.[NH2:41][C:42]1[C:51]([S:52]([OH:55])(=[O:54])=[O:53])=[CH:50][C:49]2[C:44](=[C:45]([S:60]([OH:63])(=[O:62])=[O:61])[CH:46]=[C:47]([S:56]([OH:59])(=[O:58])=[O:57])[CH:48]=2)[CH:43]=1, predict the reaction product. The product is: [Cl:1][N:2]1[N:7]=[C:6]([NH:41][C:42]2[C:51]([S:52]([OH:55])(=[O:54])=[O:53])=[CH:50][C:49]3[C:44](=[C:45]([S:60]([OH:63])(=[O:62])=[O:61])[CH:46]=[C:47]([S:56]([OH:59])(=[O:57])=[O:58])[CH:48]=3)[CH:43]=2)[CH:5]=[C:4]([NH:9][C:10]2[CH:11]=[C:12]([S:37]([OH:40])(=[O:39])=[O:38])[C:13]([CH:16]=[CH:17][C:18]3[C:19]([S:33]([OH:36])(=[O:35])=[O:34])=[CH:20][C:21]([NH:24][C:25]4[NH:30][N:29]([Cl:31])[N:28]=[C:27]([NH:41][C:42]5[C:51]([S:52]([OH:55])(=[O:54])=[O:53])=[CH:50][C:49]6[C:44](=[C:45]([S:60]([OH:63])(=[O:62])=[O:61])[CH:46]=[C:47]([S:56]([OH:59])(=[O:57])=[O:58])[CH:48]=6)[CH:43]=5)[CH:26]=4)=[CH:22][CH:23]=3)=[CH:14][CH:15]=2)[NH:3]1. (7) Given the reactants [CH3:1][NH:2][C@H:3]1[CH2:8][CH2:7][C@H:6]([CH2:9][CH2:10][CH2:11][CH2:12][CH2:13]OS(C)(=O)=O)[CH2:5][CH2:4]1.FC(F)(F)C(O)=O.Cl[C:27]([O:29][C:30]1[CH:35]=[CH:34][C:33]([Cl:36])=[CH:32][CH:31]=1)=[O:28].[CH2:37]([NH:39][CH2:40][CH2:41][OH:42])[CH3:38], predict the reaction product. The product is: [Cl:36][C:33]1[CH:34]=[CH:35][C:30]([O:29][C:27](=[O:28])[N:2]([C@H:3]2[CH2:4][CH2:5][C@H:6]([CH2:9][CH2:10][CH2:11][CH2:12][CH2:13][N:39]([CH2:37][CH3:38])[CH2:40][CH2:41][OH:42])[CH2:7][CH2:8]2)[CH3:1])=[CH:31][CH:32]=1. (8) Given the reactants [F:1][B-:2]([F:5])([F:4])[F:3].[H+].[N:7]1[CH:12]=[CH:11][CH:10]=[CH:9][CH:8]=1, predict the reaction product. The product is: [F:1][B-:2]([F:5])([F:4])[F:3].[NH+:7]1[CH:12]=[CH:11][CH:10]=[CH:9][CH:8]=1. (9) Given the reactants C([O-])(=O)C.[Na+].[N+:6]([C:9]1[CH:17]=[CH:16][CH:15]=[C:14]2[C:10]=1[C:11](=O)[O:12][C:13]2=[O:18])([O-:8])=[O:7].[F:20][C:21]1[CH:26]=[CH:25][C:24]([CH2:27]C(O)=O)=[CH:23][C:22]=1[C:31]([N:33]1[CH2:38][CH2:37][CH:36]([O:39][CH3:40])[CH2:35][CH2:34]1)=[O:32], predict the reaction product. The product is: [F:20][C:21]1[CH:26]=[CH:25][C:24](/[CH:27]=[C:11]2\[O:12][C:13](=[O:18])[C:14]3[C:10]\2=[C:9]([N+:6]([O-:8])=[O:7])[CH:17]=[CH:16][CH:15]=3)=[CH:23][C:22]=1[C:31]([N:33]1[CH2:34][CH2:35][CH:36]([O:39][CH3:40])[CH2:37][CH2:38]1)=[O:32].